This data is from NCI-60 drug combinations with 297,098 pairs across 59 cell lines. The task is: Regression. Given two drug SMILES strings and cell line genomic features, predict the synergy score measuring deviation from expected non-interaction effect. (1) Drug 1: CCC1=C2CN3C(=CC4=C(C3=O)COC(=O)C4(CC)O)C2=NC5=C1C=C(C=C5)O. Drug 2: CC1C(C(CC(O1)OC2CC(CC3=C2C(=C4C(=C3O)C(=O)C5=C(C4=O)C(=CC=C5)OC)O)(C(=O)CO)O)N)O.Cl. Cell line: MCF7. Synergy scores: CSS=37.2, Synergy_ZIP=-5.45, Synergy_Bliss=-3.26, Synergy_Loewe=-4.36, Synergy_HSA=2.28. (2) Synergy scores: CSS=-4.28, Synergy_ZIP=2.53, Synergy_Bliss=0.792, Synergy_Loewe=-1.29, Synergy_HSA=-4.09. Drug 2: B(C(CC(C)C)NC(=O)C(CC1=CC=CC=C1)NC(=O)C2=NC=CN=C2)(O)O. Drug 1: C1CCN(CC1)CCOC2=CC=C(C=C2)C(=O)C3=C(SC4=C3C=CC(=C4)O)C5=CC=C(C=C5)O. Cell line: SK-OV-3. (3) Drug 1: CC1OCC2C(O1)C(C(C(O2)OC3C4COC(=O)C4C(C5=CC6=C(C=C35)OCO6)C7=CC(=C(C(=C7)OC)O)OC)O)O. Drug 2: C1=NC2=C(N=C(N=C2N1C3C(C(C(O3)CO)O)F)Cl)N. Cell line: MCF7. Synergy scores: CSS=31.3, Synergy_ZIP=-3.02, Synergy_Bliss=-0.579, Synergy_Loewe=1.34, Synergy_HSA=2.25.